The task is: Predict the reactants needed to synthesize the given product.. This data is from Full USPTO retrosynthesis dataset with 1.9M reactions from patents (1976-2016). Given the product [N:9]1([CH2:8][CH2:7][O:6][C:5]2[CH:14]=[CH:15][C:2]([CH2:23][C:22]3[CH:25]=[CH:26][C:19]([OH:18])=[CH:20][CH:21]=3)=[CH:3][CH:4]=2)[CH2:13][CH2:12][CH2:11][CH2:10]1, predict the reactants needed to synthesize it. The reactants are: Br[C:2]1[CH:15]=[CH:14][C:5]([O:6][CH2:7][CH2:8][N:9]2[CH2:13][CH2:12][CH2:11][CH2:10]2)=[CH:4][CH:3]=1.C[Si](C)(C)[O:18][C:19]1[CH:26]=[CH:25][C:22]([CH:23]=O)=[CH:21][CH:20]=1.C([SiH](CC)CC)C.C(O)(C(F)(F)F)=O.